Dataset: Experimentally validated miRNA-target interactions with 360,000+ pairs, plus equal number of negative samples. Task: Binary Classification. Given a miRNA mature sequence and a target amino acid sequence, predict their likelihood of interaction. The miRNA is hsa-miR-4637 with sequence UACUAACUGCAGAUUCAAGUGA. The protein sequence of the target gene is MSNPGTRRNGSSIKIRLTVLCAKNLAKKDFFRLPDPFAKIVVDGSGQCHSTDTVKNTLDPKWNQHYDLYVGKTDSITISVWNHKKIHKKQGAGFLGCVRLLSNAISRLKDTGYQRLDLCKLNPSDTDAVRGQIVVSLQTRDRIGTGGSVVDCRGLLENEGTVYEDSGPGRPLSCFMEEPAPYTDSTGAAAGGGNCRFVESPSQDQRLQAQRLRNPDVRGSLQTPQNRPHGHQSPELPEGYEQRTTVQGQVYFLHTQTGVSTWHDPRIPSPSGTIPGGDAAFLYEFLLQGHTSEPRDLNSV.... Result: 0 (no interaction).